Predict the reactants needed to synthesize the given product. From a dataset of Full USPTO retrosynthesis dataset with 1.9M reactions from patents (1976-2016). Given the product [C:1]([O:7][CH2:8][N:9]1[C:13]2[N:14]=[CH:15][N:16]=[C:17]([C:18]3[CH:19]=[N:20][N:21]([CH:23]([CH:28]4[CH2:32][CH2:31][CH2:30][CH2:29]4)[CH2:24][C:25]([NH2:27])=[O:26])[CH:22]=3)[C:12]=2[CH:11]=[CH:10]1)(=[O:6])[C:2]([CH3:4])([CH3:5])[CH3:3], predict the reactants needed to synthesize it. The reactants are: [C:1]([O:7][CH2:8][N:9]1[C:13]2[N:14]=[CH:15][N:16]=[C:17]([C:18]3[CH:19]=[N:20][N:21](/[C:23](/[CH:28]4[CH2:32][CH2:31][CH2:30][CH2:29]4)=[CH:24]\[C:25]([NH2:27])=[O:26])[CH:22]=3)[C:12]=2[CH:11]=[CH:10]1)(=[O:6])[C:2]([CH3:5])([CH3:4])[CH3:3].O=O.[H][H].